This data is from Reaction yield outcomes from USPTO patents with 853,638 reactions. The task is: Predict the reaction yield, written as a fraction of the theoretical maximum amount of product (1.0 means a 100% yield; for example, 0.34 means a 34% yield). (1) The reactants are [Br:1][C:2]1[CH:7]=[CH:6][C:5]([O:8][CH3:9])=[CH:4][C:3]=1[N+:10]([O-])=O. The catalyst is C(O)C.[Ni]. The product is [Br:1][C:2]1[CH:7]=[CH:6][C:5]([O:8][CH3:9])=[CH:4][C:3]=1[NH2:10]. The yield is 0.860. (2) The reactants are [Br:1][C:2]1[CH:3]=[CH:4][C:5]([O:18][CH2:19][CH:20]([F:22])[F:21])=[C:6]([CH:17]=1)[CH2:7][CH:8](C(OC)=O)[C:9]([O:11][CH3:12])=[O:10].[Cl-].[Li+].O. The catalyst is CS(C)=O.CCOC(C)=O. The product is [Br:1][C:2]1[CH:3]=[CH:4][C:5]([O:18][CH2:19][CH:20]([F:21])[F:22])=[C:6]([CH2:7][CH2:8][C:9]([O:11][CH3:12])=[O:10])[CH:17]=1. The yield is 0.700. (3) The reactants are CO[CH:3](OC)[N:4]([CH3:6])[CH3:5].[CH3:9][O:10][C:11]1[CH:28]=[CH:27][C:14]([CH2:15][N:16]2[N:20]=[N:19][C:18]([CH2:21][C:22]([O:24][CH2:25][CH3:26])=[O:23])=[N:17]2)=[CH:13][CH:12]=1. No catalyst specified. The product is [CH3:6][N:4]([CH3:5])[CH:3]=[C:21]([C:18]1[N:19]=[N:20][N:16]([CH2:15][C:14]2[CH:13]=[CH:12][C:11]([O:10][CH3:9])=[CH:28][CH:27]=2)[N:17]=1)[C:22]([O:24][CH2:25][CH3:26])=[O:23]. The yield is 0.480. (4) The reactants are [O:1]1[CH2:6][CH2:5][N:4]([CH2:7][C:8]2[CH:13]=[CH:12][C:11]([C:14]#[C:15]/[CH:16]=[CH:17]/[C:18]3[CH:27]=[CH:26][C:21]([C:22]([O:24]C)=[O:23])=[CH:20][CH:19]=3)=[CH:10][CH:9]=2)[CH2:3][CH2:2]1.C1COCC1.CO.[OH-].[Li+]. The catalyst is C(O)(=O)C.O. The product is [O:1]1[CH2:2][CH2:3][N:4]([CH2:7][C:8]2[CH:9]=[CH:10][C:11]([C:14]#[C:15]/[CH:16]=[CH:17]/[C:18]3[CH:19]=[CH:20][C:21]([C:22]([OH:24])=[O:23])=[CH:26][CH:27]=3)=[CH:12][CH:13]=2)[CH2:5][CH2:6]1. The yield is 0.620. (5) The reactants are [CH3:1][O:2][C:3]1[CH:4]=[C:5]2[C:10](=[CH:11][C:12]=1[O:13][CH3:14])[N:9]=[CH:8][CH:7]=[C:6]2[O:15][C:16]1[CH:22]=[CH:21][C:19]([NH2:20])=[CH:18][CH:17]=1.ClC(Cl)(O[C:27](=[O:33])[O:28][C:29](Cl)(Cl)Cl)Cl.[CH3:35][O:36][C:37]1[CH:38]=C(O)[CH:40]=[CH:41][CH:42]=1.C(=O)(O)[O-].[Na+]. The catalyst is C(Cl)Cl.C(N(CC)CC)C.C1(C)C=CC=CC=1. The product is [CH3:1][O:2][C:3]1[CH:4]=[C:5]2[C:10](=[CH:11][C:12]=1[O:13][CH3:14])[N:9]=[CH:8][CH:7]=[C:6]2[O:15][C:16]1[CH:22]=[CH:21][C:19]([NH:20][C:27](=[O:33])[O:28][C:29]2[CH:40]=[CH:41][CH:42]=[C:37]([O:36][CH3:35])[CH:38]=2)=[CH:18][CH:17]=1. The yield is 0.680.